From a dataset of Full USPTO retrosynthesis dataset with 1.9M reactions from patents (1976-2016). Predict the reactants needed to synthesize the given product. (1) Given the product [CH3:39][C@H:10]1[CH2:9][NH:8][C@H:13]([CH3:14])[CH2:12][N:11]1[CH2:15][C:16]1[CH:21]=[C:20]([C:22]2[CH:23]=[CH:24][C:25]([OH:28])=[CH:26][CH:27]=2)[N:19]=[C:18]2[NH:29][N:30]=[C:31]([CH3:32])[C:17]=12, predict the reactants needed to synthesize it. The reactants are: C([N:8]1[C@H:13]([CH3:14])[CH2:12][N:11]([CH2:15][C:16]2[CH:21]=[C:20]([C:22]3[CH:27]=[CH:26][C:25]([OH:28])=[CH:24][CH:23]=3)[N:19]=[C:18]3[N:29](C4CCCCO4)[N:30]=[C:31]([CH3:32])[C:17]=23)[C@@H:10]([CH3:39])[CH2:9]1)C1C=CC=CC=1. (2) Given the product [CH3:9][O:10][C:11]1[CH:12]=[CH:13][C:14]([CH:17]2[CH:23]([C:24]([O:26][CH3:27])=[O:25])[CH:18]2[C:19]([O:21][CH3:22])=[O:20])=[CH:15][CH:16]=1, predict the reactants needed to synthesize it. The reactants are: [Li+].CC([N-]C(C)C)C.[CH3:9][O:10][C:11]1[CH:16]=[CH:15][C:14]([CH:17]([CH2:23][C:24]([O:26][CH3:27])=[O:25])[CH2:18][C:19]([O:21][CH3:22])=[O:20])=[CH:13][CH:12]=1.[NH4+].[Cl-]. (3) Given the product [CH3:29][N:11]([S:7]([C:3]1[CH:2]=[N:1][CH:6]=[CH:5][CH:4]=1)(=[O:9])=[O:8])[C:12]1[CH:13]=[CH:14][CH:15]=[C:16]2[C:20]=1[NH:19][C:18]([C:24]([OH:26])=[O:25])=[CH:17]2, predict the reactants needed to synthesize it. The reactants are: [N:1]1[CH:6]=[CH:5][CH:4]=[C:3]([S:7](Cl)(=[O:9])=[O:8])[CH:2]=1.[NH2:11][C:12]1[CH:13]=[CH:14][CH:15]=[C:16]2[C:20]=1[N:19](COC)[C:18]([C:24]([O:26]CC)=[O:25])=[CH:17]2.[C:29](=O)([O-])[O-].[K+].[K+].CI. (4) Given the product [Cl:28][C:23]1[CH:22]=[C:21]([C:15]2([C:17]([F:20])([F:19])[F:18])[O:14][N:13]=[C:12]([C:5]3[CH:6]=[CH:11][C:2]([C:3]([NH:29][CH2:30][C:31]4[CH:36]=[CH:35][CH:34]=[CH:33][N:32]=4)=[O:45])=[C:41]4[C:4]=3[CH:43]=[CH:42][N:39]=[CH:40]4)[CH2:16]2)[CH:26]=[C:25]([Cl:27])[CH:24]=1, predict the reactants needed to synthesize it. The reactants are: Br[C:2]1[CH:3]=[CH:4][C:5]([C:12]2[CH2:16][C:15]([C:21]3[CH:26]=[C:25]([Cl:27])[CH:24]=[C:23]([Cl:28])[CH:22]=3)([C:17]([F:20])([F:19])[F:18])[O:14][N:13]=2)=[C:6]2[C:11]=1C=NC=C2.[NH2:29][CH2:30][C:31]1[CH:36]=[CH:35][CH:34]=[CH:33][N:32]=1.C([N:39]([CH2:42][CH3:43])[CH2:40][CH3:41])C.[C]=[O:45]. (5) Given the product [Cl:20][C:12]1[CH:13]=[C:14]([CH:15]=[C:16]([Cl:17])[C:11]=1[C:9]1[S:8][C:7]2[C:2]([Cl:1])=[N:3][CH:4]=[CH:5][C:6]=2[N:10]=1)[CH:18]=[O:41], predict the reactants needed to synthesize it. The reactants are: [Cl:1][C:2]1[C:7]2[S:8][C:9]([C:11]3[C:16]([Cl:17])=[CH:15][C:14]([CH:18]=C)=[CH:13][C:12]=3[Cl:20])=[N:10][C:6]=2[CH:5]=[CH:4][N:3]=1.C1(P(C2C=CC=CC=2)C2C=CC=CC=2)C=CC=CC=1.C[OH:41].